From a dataset of Full USPTO retrosynthesis dataset with 1.9M reactions from patents (1976-2016). Predict the reactants needed to synthesize the given product. (1) Given the product [CH3:49][O:50][C:51]1[CH:56]=[CH:55][C:54]([C:57]2[CH:62]=[CH:61][CH:60]=[C:59]([NH:63][C:22]([C:17]3[C:18](=[O:21])[O:19][C:20]4[C:15]([CH:16]=3)=[CH:14][CH:13]=[CH:12][C:11]=4[OH:10])=[O:24])[CH:58]=2)=[CH:53][C:52]=1[CH3:64], predict the reactants needed to synthesize it. The reactants are: CCN(C(C)C)C(C)C.[OH:10][C:11]1[CH:12]=[CH:13][CH:14]=[C:15]2[C:20]=1[O:19][C:18](=[O:21])[C:17]([C:22]([OH:24])=O)=[CH:16]2.CN(C(ON1N=NC2C=CC=NC1=2)=[N+](C)C)C.F[P-](F)(F)(F)(F)F.[CH3:49][O:50][C:51]1[CH:56]=[CH:55][C:54]([C:57]2[CH:62]=[CH:61][CH:60]=[C:59]([NH2:63])[CH:58]=2)=[CH:53][C:52]=1[CH3:64]. (2) Given the product [NH2:1][C:2]1[NH:6][C:5]2[CH:7]=[CH:8][C:9]([C:11]3[CH:16]=[C:15]([Cl:17])[CH:14]=[CH:13][C:12]=3[O:18][C:26]3[C:25]([F:29])=[CH:24][C:23]([S:30]([N:33]([CH3:39])[C:34]4[S:38][N:37]=[CH:36][N:35]=4)(=[O:31])=[O:32])=[C:22]([F:21])[CH:27]=3)=[CH:10][C:4]=2[N:3]=1, predict the reactants needed to synthesize it. The reactants are: [NH2:1][C:2]1[NH:6][C:5]2[CH:7]=[CH:8][C:9]([C:11]3[CH:16]=[C:15]([Cl:17])[CH:14]=[CH:13][C:12]=3[OH:18])=[CH:10][C:4]=2[N:3]=1.[H-].[Na+].[F:21][C:22]1[CH:27]=[C:26](F)[C:25]([F:29])=[CH:24][C:23]=1[S:30]([N:33]([CH3:39])[C:34]1[S:38][N:37]=[CH:36][N:35]=1)(=[O:32])=[O:31].